From a dataset of Catalyst prediction with 721,799 reactions and 888 catalyst types from USPTO. Predict which catalyst facilitates the given reaction. (1) Product: [F:1][C:2]1[CH:9]=[C:8]([NH:12][NH2:13])[CH:7]=[CH:6][C:3]=1[C:4]#[N:5]. Reactant: [F:1][C:2]1[CH:9]=[C:8](F)[CH:7]=[CH:6][C:3]=1[C:4]#[N:5].O.[NH2:12][NH2:13]. The catalyst class is: 5. (2) Reactant: [S:1]([C:5]1[S:9][C:8]([C:10]2[CH:18]=[CH:17][C:13]([C:14]([OH:16])=O)=[CH:12][CH:11]=2)=[CH:7][CH:6]=1)(=[O:4])(=[O:3])[NH2:2].[Li].CCN=C=NCCCN(C)C.Cl.C1C=CC2N(O)N=NC=2C=1.CCN(C(C)C)C(C)C.[NH:51]1[CH2:55][CH2:54][CH2:53][C@H:52]1[CH2:56][N:57]1[CH2:61][CH2:60][CH2:59][CH2:58]1. Product: [N:57]1([CH2:56][C@@H:52]2[CH2:53][CH2:54][CH2:55][N:51]2[C:14]([C:13]2[CH:12]=[CH:11][C:10]([C:8]3[S:9][C:5]([S:1]([NH2:2])(=[O:3])=[O:4])=[CH:6][CH:7]=3)=[CH:18][CH:17]=2)=[O:16])[CH2:61][CH2:60][CH2:59][CH2:58]1. The catalyst class is: 174. (3) Reactant: Cl[C:2]1[C:11]2[C:6](=[CH:7][CH:8]=[CH:9][CH:10]=2)[N:5]=[C:4]([C:12]2[CH:17]=[CH:16][CH:15]=[CH:14][C:13]=2[F:18])[N:3]=1.[NH:19]1[C:27]2[CH:26]=[CH:25][N:24]=[CH:23][C:22]=2[CH2:21][CH2:20]1.C(=O)([O-])[O-].[Cs+].[Cs+]. Product: [N:19]1([C:2]2[C:11]3[C:6](=[CH:7][CH:8]=[CH:9][CH:10]=3)[N:5]=[C:4]([C:12]3[CH:17]=[CH:16][CH:15]=[CH:14][C:13]=3[F:18])[N:3]=2)[C:27]2[CH:26]=[CH:25][N:24]=[CH:23][C:22]=2[CH2:21][CH2:20]1. The catalyst class is: 9. (4) Reactant: [C:1]([C:3]1[CH:8]=[CH:7][C:6]([C:9]2[N:13]3[N:14]=[C:15]([C:18]4[CH:26]=[CH:25][C:21]([C:22](O)=[O:23])=[CH:20][CH:19]=4)[CH:16]=[CH:17][C:12]3=[N:11][CH:10]=2)=[CH:5][CH:4]=1)#[N:2].CN(C(ON1N=NC2C=CC=NC1=2)=[N+](C)C)C.F[P-](F)(F)(F)(F)F.CN1CCOCC1.[CH2:58]([C:60]1([NH:66][C:67](=[O:73])[O:68][C:69]([CH3:72])([CH3:71])[CH3:70])[CH2:65][CH2:64][NH:63][CH2:62][CH2:61]1)[CH3:59]. Product: [C:1]([C:3]1[CH:4]=[CH:5][C:6]([C:9]2[N:13]3[N:14]=[C:15]([C:18]4[CH:26]=[CH:25][C:21]([C:22]([N:63]5[CH2:64][CH2:65][C:60]([NH:66][C:67](=[O:73])[O:68][C:69]([CH3:72])([CH3:71])[CH3:70])([CH2:58][CH3:59])[CH2:61][CH2:62]5)=[O:23])=[CH:20][CH:19]=4)[CH:16]=[CH:17][C:12]3=[N:11][CH:10]=2)=[CH:7][CH:8]=1)#[N:2]. The catalyst class is: 18. (5) Reactant: [F:1][C:2]([F:25])([F:24])[C@@H:3]([OH:23])[C@@H:4]([C:20]([OH:22])=[O:21])[N:5]([CH2:13][C:14]1[CH:19]=[CH:18][CH:17]=[CH:16][CH:15]=1)[CH2:6][C:7]1[CH:12]=[CH:11][CH:10]=[CH:9][CH:8]=1.[H-].[Na+].F[C:29]1[CH:34]=[CH:33][C:32]([F:35])=[CH:31][C:30]=1[N+:36]([O-:38])=[O:37]. Product: [CH2:6]([N:5]([CH2:13][C:14]1[CH:15]=[CH:16][CH:17]=[CH:18][CH:19]=1)[CH:4]([CH:3]([O:23][C:29]1[CH:34]=[CH:33][C:32]([F:35])=[CH:31][C:30]=1[N+:36]([O-:38])=[O:37])[C:2]([F:24])([F:25])[F:1])[C:20]([OH:22])=[O:21])[C:7]1[CH:8]=[CH:9][CH:10]=[CH:11][CH:12]=1. The catalyst class is: 9. (6) Product: [CH2:1]([C:8]1[CH:9]=[C:10]([C:14]([C:16]2[C:17]([NH:22][C@@H:23]3[CH2:27][C@H:26]([CH2:28][O:29][S:60]([NH:63][C:64](=[O:65])[O:66][C:67]([CH3:69])([CH3:68])[CH3:70])(=[O:61])=[O:62])[C@@H:25]([OH:30])[C@@H:24]3[F:31])=[N:18][CH:19]=[N:20][CH:21]=2)=[O:15])[S:11][C:12]=1[Cl:13])[C:2]1[CH:7]=[CH:6][CH:5]=[CH:4][CH:3]=1. Reactant: [CH2:1]([C:8]1[CH:9]=[C:10]([C:14]([C:16]2[C:17]([NH:22][C@@H:23]3[CH2:27][C@H:26]([CH2:28][OH:29])[C@@H:25]([OH:30])[C@@H:24]3[F:31])=[N:18][CH:19]=[N:20][CH:21]=2)=[O:15])[S:11][C:12]=1[Cl:13])[C:2]1[CH:7]=[CH:6][CH:5]=[CH:4][CH:3]=1.CC#N.CC1C=CC(S([O-])(=O)=O)=CC=1.C1C=C[NH+]=CC=1.[N+]12([S:60]([N-:63][C:64]([O:66][C:67]([CH3:70])([CH3:69])[CH3:68])=[O:65])(=[O:62])=[O:61])CCN(CC1)CC2.Cl.N12CCN(CC1)CC2. The catalyst class is: 37. (7) Reactant: [C:1](/[CH:3]=[CH:4]/[S:5]([C:8]1[CH:13]=[CH:12][C:11]([C:14]2([C:20](O)=[O:21])[CH2:19][CH2:18][O:17][CH2:16][CH2:15]2)=[CH:10][CH:9]=1)(=[O:7])=[O:6])#[N:2].[CH:23]1([NH2:29])[CH2:28][CH2:27][CH2:26][CH2:25][CH2:24]1.ON1C2C=CC=CC=2N=N1.Cl.CN(C)CCCN=C=NCC. Product: [CH:23]1([NH:29][C:20]([C:14]2([C:11]3[CH:10]=[CH:9][C:8]([S:5](/[CH:4]=[CH:3]/[C:1]#[N:2])(=[O:7])=[O:6])=[CH:13][CH:12]=3)[CH2:19][CH2:18][O:17][CH2:16][CH2:15]2)=[O:21])[CH2:28][CH2:27][CH2:26][CH2:25][CH2:24]1. The catalyst class is: 10. (8) Reactant: C(N(S(F)(F)[F:7])CC)C.[F:10][C:11]([F:40])([CH2:37][CH2:38]O)[CH2:12][CH2:13][S:14]([CH:17]([C:28]1[C:33]([F:34])=[CH:32][CH:31]=[C:30]([F:35])[C:29]=1[F:36])[C:18]1[C:19]([CH3:27])=[CH:20][C:21]([C:24]([NH2:26])=[O:25])=[N:22][CH:23]=1)(=[O:16])=[O:15]. Product: [CH3:27][C:19]1[C:18]([CH:17]([S:14]([CH2:13][CH2:12][C:11]([F:40])([F:10])[CH2:37][CH2:38][F:7])(=[O:15])=[O:16])[C:28]2[C:33]([F:34])=[CH:32][CH:31]=[C:30]([F:35])[C:29]=2[F:36])=[CH:23][N:22]=[C:21]([C:24]([NH2:26])=[O:25])[CH:20]=1. The catalyst class is: 4.